From a dataset of Forward reaction prediction with 1.9M reactions from USPTO patents (1976-2016). Predict the product of the given reaction. Given the reactants [F:1][C:2]1[CH:7]=[CH:6][CH:5]=[C:4]([C:8]2[N:9]([CH3:13])[CH:10]=[CH:11][N:12]=2)[C:3]=1[N:14]1[CH:18]=[C:17]([C:19](OCC)=[O:20])[C:16]([CH3:24])=[N:15]1.N1C=CC=N1, predict the reaction product. The product is: [F:1][C:2]1[CH:7]=[CH:6][CH:5]=[C:4]([C:8]2[N:9]([CH3:13])[CH:10]=[CH:11][N:12]=2)[C:3]=1[N:14]1[CH:18]=[C:17]([CH2:19][OH:20])[C:16]([CH3:24])=[N:15]1.